Regression/Classification. Given a drug SMILES string, predict its absorption, distribution, metabolism, or excretion properties. Task type varies by dataset: regression for continuous measurements (e.g., permeability, clearance, half-life) or binary classification for categorical outcomes (e.g., BBB penetration, CYP inhibition). Dataset: cyp1a2_veith. From a dataset of CYP1A2 inhibition data for predicting drug metabolism from PubChem BioAssay. The result is 0 (non-inhibitor). The compound is c1ccc(N2CCCC3(CCNCC3)C2)cc1.